Task: Predict which catalyst facilitates the given reaction.. Dataset: Catalyst prediction with 721,799 reactions and 888 catalyst types from USPTO The catalyst class is: 20. Reactant: [CH2:1]([C:3]([C:21]1[CH:35]=[CH:34][C:24]([O:25][CH2:26][C@@H:27]2[CH2:31][O:30]C(C)(C)[O:28]2)=[C:23]([CH3:36])[CH:22]=1)([C:6]1[CH:11]=[CH:10][C:9]([CH2:12][CH2:13][S:14]([C:16]([CH3:19])([CH3:18])[CH3:17])=[O:15])=[C:8]([CH3:20])[CH:7]=1)[CH2:4][CH3:5])[CH3:2].C(O)(C(F)(F)F)=O.C([O-])(O)=O.[Na+]. Product: [CH2:1]([C:3]([C:21]1[CH:35]=[CH:34][C:24]([O:25][CH2:26][C@@H:27]([OH:28])[CH2:31][OH:30])=[C:23]([CH3:36])[CH:22]=1)([C:6]1[CH:11]=[CH:10][C:9]([CH2:12][CH2:13][S:14]([C:16]([CH3:18])([CH3:19])[CH3:17])=[O:15])=[C:8]([CH3:20])[CH:7]=1)[CH2:4][CH3:5])[CH3:2].